Dataset: Full USPTO retrosynthesis dataset with 1.9M reactions from patents (1976-2016). Task: Predict the reactants needed to synthesize the given product. The reactants are: [F:1][C:2]1[CH:9]=[CH:8][C:5]([C:6]#[N:7])=[C:4](SC)[CH:3]=1.O[O:13][S:14]([O-:16])=O.[K+].[CH3:18]C(C)=O. Given the product [F:1][C:2]1[CH:9]=[CH:8][C:5]([C:6]#[N:7])=[C:4]([S:14]([CH3:18])(=[O:16])=[O:13])[CH:3]=1, predict the reactants needed to synthesize it.